This data is from Full USPTO retrosynthesis dataset with 1.9M reactions from patents (1976-2016). The task is: Predict the reactants needed to synthesize the given product. (1) Given the product [CH3:1][S:2]([O:16][CH2:6][C:7]1[CH:15]=[CH:14][C:13]2[O:12][CH2:11][O:10][C:9]=2[CH:8]=1)(=[O:4])=[O:3], predict the reactants needed to synthesize it. The reactants are: [CH3:1][S:2](Cl)(=[O:4])=[O:3].[CH2:6]([OH:16])[C:7]1[CH:15]=[CH:14][C:13]2[O:12][CH2:11][O:10][C:9]=2[CH:8]=1.C(N(CC)CC)C.CO. (2) Given the product [C:1]([O:5][C:6](=[O:40])[NH:7][C:8]1([C:12]2[CH:13]=[CH:14][C:15]([C:18]3[C:27]([C:28]4[CH:29]=[CH:30][CH:31]=[CH:32][CH:33]=4)=[CH:26][C:25]4[C:24]5=[N:42][NH:43][C:35]([S:36][CH3:37])=[C:23]5[CH2:22][CH2:21][C:20]=4[N:19]=3)=[CH:16][CH:17]=2)[CH2:11][CH2:10][CH2:9]1)([CH3:2])([CH3:4])[CH3:3], predict the reactants needed to synthesize it. The reactants are: [C:1]([O:5][C:6](=[O:40])[NH:7][C:8]1([C:12]2[CH:17]=[CH:16][C:15]([C:18]3[C:27]([C:28]4[CH:33]=[CH:32][CH:31]=[CH:30][CH:29]=4)=[CH:26][C:25]4[C:24](=O)[C:23](=[C:35](SC)[S:36][CH3:37])[CH2:22][CH2:21][C:20]=4[N:19]=3)=[CH:14][CH:13]=2)[CH2:11][CH2:10][CH2:9]1)([CH3:4])([CH3:3])[CH3:2].O.[NH2:42][NH2:43]. (3) Given the product [NH:24]1[C:25]2[C:21](=[C:20]([C:18]3[CH:17]=[C:16]4[C:12]([CH:13]=[N:14][NH:15]4)=[C:11]([NH:10][C:8]([C:6]4[CH:5]=[CH:4][CH:3]=[C:2]([N:29]5[CH2:33][CH2:32][CH2:31][CH2:30]5)[N:7]=4)=[O:9])[CH:19]=3)[CH:28]=[CH:27][CH:26]=2)[CH:22]=[CH:23]1, predict the reactants needed to synthesize it. The reactants are: Cl[C:2]1[N:7]=[C:6]([C:8]([NH:10][C:11]2[CH:19]=[C:18]([C:20]3[CH:28]=[CH:27][CH:26]=[C:25]4[C:21]=3[CH:22]=[CH:23][NH:24]4)[CH:17]=[C:16]3[C:12]=2[CH:13]=[N:14][NH:15]3)=[O:9])[CH:5]=[CH:4][CH:3]=1.[NH:29]1[CH2:33][CH2:32][CH2:31][CH2:30]1.CCN(C(C)C)C(C)C.